From a dataset of Peptide-MHC class II binding affinity with 134,281 pairs from IEDB. Regression. Given a peptide amino acid sequence and an MHC pseudo amino acid sequence, predict their binding affinity value. This is MHC class II binding data. The peptide sequence is DVKFPGRGQIVGGVY. The MHC is HLA-DQA10501-DQB10301 with pseudo-sequence HLA-DQA10501-DQB10301. The binding affinity (normalized) is 0.707.